From a dataset of Catalyst prediction with 721,799 reactions and 888 catalyst types from USPTO. Predict which catalyst facilitates the given reaction. (1) Reactant: [OH:1][C:2]([C:5]1[N:6]=[CH:7][C:8]([N:11]2[CH2:15][C@@:14]3([CH2:20][CH2:19][CH2:18][C@@:17]([CH2:22][N:23]4[C:27]5[CH:28]=[C:29]([C:32]#[N:33])[CH:30]=[CH:31][C:26]=5[N:25]=[CH:24]4)([CH3:21])[CH2:16]3)[O:13][C:12]2=[O:34])=[N:9][CH:10]=1)([CH3:4])[CH3:3].OS(O)(=O)=O.[CH2:40](O)[CH2:41][OH:42]. Product: [OH:42][CH2:41][CH2:40][O:1][C:2]([C:5]1[N:6]=[CH:7][C:8]([N:11]2[CH2:15][C@@:14]3([CH2:20][CH2:19][CH2:18][C@@:17]([CH2:22][N:23]4[C:27]5[CH:28]=[C:29]([C:32]#[N:33])[CH:30]=[CH:31][C:26]=5[N:25]=[CH:24]4)([CH3:21])[CH2:16]3)[O:13][C:12]2=[O:34])=[N:9][CH:10]=1)([CH3:3])[CH3:4]. The catalyst class is: 6. (2) Reactant: Br[C:2]1[CH:3]=[C:4]([C:8](=[O:11])[CH2:9][CH3:10])[CH:5]=[CH:6][CH:7]=1.[C:12]([O:16][CH2:17][CH3:18])(=[O:15])[CH:13]=[CH2:14].C(N(CC)CC)C. Product: [C:8]([C:4]1[CH:3]=[C:2](/[CH:14]=[CH:13]/[C:12]([O:16][CH2:17][CH3:18])=[O:15])[CH:7]=[CH:6][CH:5]=1)(=[O:11])[CH2:9][CH3:10]. The catalyst class is: 3. (3) Reactant: [Cl:1][C:2]1[CH:7]=[CH:6][CH:5]=[CH:4][C:3]=1[CH:8]([O:10][C:11](=[O:34])[NH:12][C:13]1[C:14]([CH3:33])=[N:15][O:16][C:17]=1[C:18]1[CH:23]=[CH:22][C:21](B2OC(C)(C)C(C)(C)O2)=[CH:20][CH:19]=1)[CH3:9].Br[C:36]1[CH:45]=[CH:44][CH:43]=[CH:42][C:37]=1[C:38]([O:40][CH3:41])=[O:39]. Product: [CH3:41][O:40][C:38]([C:37]1[C:36]([C:21]2[CH:20]=[CH:19][C:18]([C:17]3[O:16][N:15]=[C:14]([CH3:33])[C:13]=3[NH:12][C:11]([O:10][CH:8]([C:3]3[CH:4]=[CH:5][CH:6]=[CH:7][C:2]=3[Cl:1])[CH3:9])=[O:34])=[CH:23][CH:22]=2)=[CH:45][CH:44]=[CH:43][CH:42]=1)=[O:39]. The catalyst class is: 235. (4) Reactant: O.[CH3:2][C:3]1[CH:8]=[CH:7][C:6]([S:9]([OH:12])(=[O:11])=[O:10])=[CH:5][CH:4]=1.[F:13][C:14]1[CH:19]=[CH:18][CH:17]=[C:16]([F:20])[C:15]=1[N:21]1[C:26]2[N:27]=[C:28]([NH:39][CH:40]([CH2:43][OH:44])[CH2:41][OH:42])[N:29]=[C:30]([C:31]3[CH:36]=[CH:35][C:34]([F:37])=[CH:33][C:32]=3[CH3:38])[C:25]=2[CH:24]=[CH:23][C:22]1=[O:45]. Product: [CH3:2][C:3]1[CH:4]=[CH:5][C:6]([S:9]([OH:12])(=[O:11])=[O:10])=[CH:7][CH:8]=1.[F:13][C:14]1[CH:19]=[CH:18][CH:17]=[C:16]([F:20])[C:15]=1[N:21]1[C:26]2[N:27]=[C:28]([NH:39][CH:40]([CH2:41][OH:42])[CH2:43][OH:44])[N:29]=[C:30]([C:31]3[CH:36]=[CH:35][C:34]([F:37])=[CH:33][C:32]=3[CH3:38])[C:25]=2[CH:24]=[CH:23][C:22]1=[O:45]. The catalyst class is: 259.